The task is: Predict the reactants needed to synthesize the given product.. This data is from Full USPTO retrosynthesis dataset with 1.9M reactions from patents (1976-2016). (1) Given the product [CH3:32][N:33]([CH3:40])[CH2:34]/[CH:35]=[CH:36]/[C:37]([N:26]1[CH2:27][C:23]2[S:22][C:18]3[N:19]=[CH:20][N:21]=[C:16]([NH:15][C:11]4[CH:10]=[C:9]5[C:14](=[CH:13][CH:12]=4)[N:6]([CH2:5][C:4]4[CH:28]=[CH:29][CH:30]=[C:2]([F:1])[CH:3]=4)[N:7]=[CH:8]5)[C:17]=3[C:24]=2[CH2:25]1)=[O:38], predict the reactants needed to synthesize it. The reactants are: [F:1][C:2]1[CH:3]=[C:4]([CH:28]=[CH:29][CH:30]=1)[CH2:5][N:6]1[C:14]2[C:9](=[CH:10][C:11]([NH:15][C:16]3[C:17]4[C:24]5[CH2:25][NH:26][CH2:27][C:23]=5[S:22][C:18]=4[N:19]=[CH:20][N:21]=3)=[CH:12][CH:13]=2)[CH:8]=[N:7]1.Cl.[CH3:32][N:33]([CH3:40])[CH2:34]/[CH:35]=[CH:36]/[C:37](O)=[O:38]. (2) Given the product [C:2]([C:4]1[N:8]=[C:7]([C:9]([O:11][CH2:12][CH3:13])=[O:10])[O:6][N:5]=1)(=[O:1])[CH3:3], predict the reactants needed to synthesize it. The reactants are: [OH:1][CH:2]([C:4]1[N:8]=[C:7]([C:9]([O:11][CH2:12][CH3:13])=[O:10])[O:6][N:5]=1)[CH3:3].CC(OI1(OC(C)=O)(OC(C)=O)OC(=O)C2C=CC=CC1=2)=O.